This data is from Full USPTO retrosynthesis dataset with 1.9M reactions from patents (1976-2016). The task is: Predict the reactants needed to synthesize the given product. (1) Given the product [CH3:1][O:2][C:3]1[CH:4]=[CH:5][C:6]2[O:10][C:9]([CH:11]([NH:18][C:19]3[CH:27]=[CH:26][C:22]([C:23]([N:31]([CH3:30])[CH2:32][CH2:33][C:34]([O:36][CH2:37][CH3:38])=[O:35])=[O:24])=[CH:21][CH:20]=3)[CH2:12][CH2:13][CH2:14][CH2:15][S:16][CH3:17])=[C:8]([CH3:28])[C:7]=2[CH:29]=1, predict the reactants needed to synthesize it. The reactants are: [CH3:1][O:2][C:3]1[CH:4]=[CH:5][C:6]2[O:10][C:9]([CH:11]([NH:18][C:19]3[CH:27]=[CH:26][C:22]([C:23](O)=[O:24])=[CH:21][CH:20]=3)[CH2:12][CH2:13][CH2:14][CH2:15][S:16][CH3:17])=[C:8]([CH3:28])[C:7]=2[CH:29]=1.[CH3:30][NH:31][CH2:32][CH2:33][C:34]([O:36][CH2:37][CH3:38])=[O:35].O.ON1C2C=CC=CC=2N=N1.Cl.C(N=C=NCCCN(C)C)C.[Cl-].[NH4+]. (2) The reactants are: [NH2:1][C:2]1[CH:11]=[C:10]([Cl:12])[C:9]([C:13]([F:16])([F:15])[F:14])=[CH:8][C:3]=1[C:4]([O:6]C)=[O:5].O[Li].O.Cl. Given the product [NH2:1][C:2]1[CH:11]=[C:10]([Cl:12])[C:9]([C:13]([F:16])([F:14])[F:15])=[CH:8][C:3]=1[C:4]([OH:6])=[O:5], predict the reactants needed to synthesize it. (3) The reactants are: [F:1][C:2]([F:12])([F:11])[CH2:3][CH2:4][S:5]([CH2:7][CH2:8][CH2:9]Cl)=[O:6].[CH2:13]([NH2:15])[CH3:14]. Given the product [CH2:13]([NH:15][CH2:9][CH2:8][CH2:7][S:5]([CH2:4][CH2:3][C:2]([F:12])([F:11])[F:1])=[O:6])[CH3:14], predict the reactants needed to synthesize it. (4) Given the product [Br:18][C:19]1[C:20]([C:26]([F:27])([F:28])[F:29])=[C:21]([N:15]2[C:13]3=[N:14][C:9]([OH:8])=[CH:10][CH:11]=[C:12]3[N:17]=[CH:16]2)[CH:22]=[CH:23][CH:24]=1, predict the reactants needed to synthesize it. The reactants are: C([O:8][C:9]1[N:14]=[C:13]2[NH:15][CH:16]=[N:17][C:12]2=[CH:11][CH:10]=1)C1C=CC=CC=1.[Br:18][C:19]1[CH:24]=[CH:23][CH:22]=[C:21](F)[C:20]=1[C:26]([F:29])([F:28])[F:27]. (5) Given the product [CH:11]1([C:14]2[N:19]=[CH:18][C:17]([CH:20]([CH2:23][C:24]3([C:27]([F:30])([F:28])[F:29])[CH2:26][CH2:25]3)[CH2:21][NH:22][C:4](=[O:6])[C:3]3[CH:7]=[CH:8][CH:9]=[CH:10][C:2]=3[F:1])=[CH:16][CH:15]=2)[CH2:12][CH2:13]1, predict the reactants needed to synthesize it. The reactants are: [F:1][C:2]1[CH:10]=[CH:9][CH:8]=[CH:7][C:3]=1[C:4]([OH:6])=O.[CH:11]1([C:14]2[N:19]=[CH:18][C:17]([CH:20]([CH2:23][C:24]3([C:27]([F:30])([F:29])[F:28])[CH2:26][CH2:25]3)[CH2:21][NH2:22])=[CH:16][CH:15]=2)[CH2:13][CH2:12]1. (6) The reactants are: [Cl:1][C:2]1[CH:3]=[C:4]([N:8]2[N:12]=[N:11][C:10]([CH:13]3[CH2:18][O:17][CH2:16][CH2:15][NH:14]3)=[N:9]2)[CH:5]=[CH:6][CH:7]=1.[CH3:19][N:20]=[C:21]=[S:22]. Given the product [Cl:1][C:2]1[CH:3]=[C:4]([N:8]2[N:12]=[N:11][C:10]([CH:13]3[CH2:18][O:17][CH2:16][CH2:15][N:14]3[C:21](=[S:22])[NH:20][CH3:19])=[N:9]2)[CH:5]=[CH:6][CH:7]=1, predict the reactants needed to synthesize it. (7) Given the product [CH3:7][N:8]([CH2:10][CH2:11][CH2:12][S:13]([C:14]1[CH:15]=[CH:16][C:17]([Br:20])=[CH:18][CH:19]=1)(=[O:1])=[O:21])[CH3:9], predict the reactants needed to synthesize it. The reactants are: [OH:1]OS([O-])=O.[K+].[CH3:7][N:8]([CH2:10][CH2:11][CH2:12][S:13][C:14]1[CH:19]=[CH:18][C:17]([Br:20])=[CH:16][CH:15]=1)[CH3:9].[OH2:21]. (8) Given the product [C:1]([O:8][CH2:1][C:2]1[CH:7]=[CH:6][CH:5]=[CH:4][CH:3]=1)(=[O:8])[C:2]1[CH:7]=[CH:6][CH:5]=[CH:4][CH:3]=1, predict the reactants needed to synthesize it. The reactants are: [CH2:1]([OH:8])[C:2]1[CH:7]=[CH:6][CH:5]=[CH:4][CH:3]=1. (9) The reactants are: [N:1]1[CH:6]=[CH:5][CH:4]=[CH:3][C:2]=1[C:7](=O)[CH2:8][C:9](=O)[C:10]([F:13])([F:12])[F:11].C(C1C=CC=CN=1)(=O)C.[NH2:25][C:26]1[N:27]=[CH:28][NH:29][C:30]=1[C:31]#[N:32]. Given the product [N:1]1[CH:6]=[CH:5][CH:4]=[CH:3][C:2]=1[C:7]1[CH:8]=[C:9]([C:10]([F:13])([F:12])[F:11])[N:27]2[CH:28]=[N:29][C:30]([C:31]#[N:32])=[C:26]2[N:25]=1, predict the reactants needed to synthesize it.